Dataset: Full USPTO retrosynthesis dataset with 1.9M reactions from patents (1976-2016). Task: Predict the reactants needed to synthesize the given product. (1) Given the product [Cl:24][C:22]1[CH:23]=[C:18]([CH:19]=[C:20]([Cl:25])[CH:21]=1)[CH2:17][O:16][C:15]([NH:1][CH:2]1[CH2:3][CH2:4][N:5]([C:8]([O:10][C:11]([CH3:14])([CH3:13])[CH3:12])=[O:9])[CH2:6][CH2:7]1)=[O:26], predict the reactants needed to synthesize it. The reactants are: [NH2:1][CH:2]1[CH2:7][CH2:6][N:5]([C:8]([O:10][C:11]([CH3:14])([CH3:13])[CH3:12])=[O:9])[CH2:4][CH2:3]1.[C:15](Cl)(=[O:26])[O:16][CH2:17][C:18]1[CH:23]=[C:22]([Cl:24])[CH:21]=[C:20]([Cl:25])[CH:19]=1.[OH-].[Na+]. (2) Given the product [CH3:1][C:2]1[CH:3]=[CH:4][C:5]2[O:9][C:8]([C:10]([NH2:16])=[O:11])=[CH:7][C:6]=2[CH:15]=1, predict the reactants needed to synthesize it. The reactants are: [CH3:1][C:2]1[CH:3]=[CH:4][C:5]2[O:9][C:8]([C:10](OCC)=[O:11])=[CH:7][C:6]=2[CH:15]=1.[NH3:16]. (3) Given the product [CH3:60][N:61]([CH3:68])[CH2:62][CH2:63][CH2:64][C:65]([O:57][CH:38]([C:19]([OH:58])([CH2:20][CH2:21][CH2:22][CH2:23][CH2:24][CH2:25][CH2:26][CH2:27]/[CH:28]=[CH:29]\[CH2:30]/[CH:31]=[CH:32]\[CH2:33][CH2:34][CH2:35][CH2:36][CH3:37])[CH2:1][CH2:2][CH2:3][CH2:4][CH2:5][CH2:6][CH2:7][CH2:8]/[CH:9]=[CH:10]\[CH2:11]/[CH:12]=[CH:13]\[CH2:14][CH2:15][CH2:16][CH2:17][CH3:18])[CH2:39][CH2:40][CH2:41][CH2:42][CH2:43][CH2:44][CH2:45][CH2:46]/[CH:47]=[CH:48]\[CH2:49]/[CH:50]=[CH:51]\[CH2:52][CH2:53][CH2:54][CH2:55][CH3:56])=[O:66], predict the reactants needed to synthesize it. The reactants are: [CH2:1]([C:19]([OH:58])([CH:38]([OH:57])[CH2:39][CH2:40][CH2:41][CH2:42][CH2:43][CH2:44][CH2:45][CH2:46]/[CH:47]=[CH:48]\[CH2:49]/[CH:50]=[CH:51]\[CH2:52][CH2:53][CH2:54][CH2:55][CH3:56])[CH2:20][CH2:21][CH2:22][CH2:23][CH2:24][CH2:25][CH2:26][CH2:27]/[CH:28]=[CH:29]\[CH2:30]/[CH:31]=[CH:32]\[CH2:33][CH2:34][CH2:35][CH2:36][CH3:37])[CH2:2][CH2:3][CH2:4][CH2:5][CH2:6][CH2:7][CH2:8]/[CH:9]=[CH:10]\[CH2:11]/[CH:12]=[CH:13]\[CH2:14][CH2:15][CH2:16][CH2:17][CH3:18].Cl.[CH3:60][N:61]([CH3:68])[CH2:62][CH2:63][CH2:64][C:65](O)=[O:66].CCN=C=NCCCN(C)C.Cl.CCN(C(C)C)C(C)C. (4) Given the product [CH:28]1[C:36]2[C:35]3[CH:37]=[CH:38][CH:39]=[CH:40][C:34]=3[O:33][C:32]=2[C:31]([C:41]2[CH:42]=[CH:43][C:44]3[N:45]([C:2]4[CH:3]=[CH:4][C:5]([C:8]5[C:21]6[C:16]([C:15]([C:22]7[CH:27]=[CH:26][CH:25]=[CH:24][CH:23]=7)=[C:14]7[C:9]=5[CH:10]=[CH:11][CH:12]=[CH:13]7)=[CH:17][CH:18]=[CH:19][CH:20]=6)=[CH:6][CH:7]=4)[C:46]4[C:51]([C:52]=3[CH:53]=2)=[CH:50][C:49]([C:54]2[C:59]3[O:60][C:61]5[CH:66]=[CH:65][CH:64]=[CH:63][C:62]=5[C:58]=3[CH:57]=[CH:56][CH:55]=2)=[CH:48][CH:47]=4)=[CH:30][CH:29]=1, predict the reactants needed to synthesize it. The reactants are: Br[C:2]1[CH:7]=[CH:6][C:5]([C:8]2[C:9]3[C:14]([C:15]([C:22]4[CH:27]=[CH:26][CH:25]=[CH:24][CH:23]=4)=[C:16]4[C:21]=2[CH:20]=[CH:19][CH:18]=[CH:17]4)=[CH:13][CH:12]=[CH:11][CH:10]=3)=[CH:4][CH:3]=1.[CH:28]1[C:36]2[C:35]3[CH:37]=[CH:38][CH:39]=[CH:40][C:34]=3[O:33][C:32]=2[C:31]([C:41]2[CH:42]=[CH:43][C:44]3[NH:45][C:46]4[C:51]([C:52]=3[CH:53]=2)=[CH:50][C:49]([C:54]2[C:59]3[O:60][C:61]5[CH:66]=[CH:65][CH:64]=[CH:63][C:62]=5[C:58]=3[CH:57]=[CH:56][CH:55]=2)=[CH:48][CH:47]=4)=[CH:30][CH:29]=1.CC(C)([O-])C.[Na+].C(P(C(C)(C)C)C(C)(C)C)(C)(C)C.